From a dataset of Full USPTO retrosynthesis dataset with 1.9M reactions from patents (1976-2016). Predict the reactants needed to synthesize the given product. (1) Given the product [Cl:1][C:2]1[C:7]([C:8]([O:10][CH3:19])=[O:9])=[CH:6][CH:5]=[C:4]([C:11]2[CH:16]=[CH:15][CH:14]=[CH:13][C:12]=2[O:17][CH3:18])[N:3]=1, predict the reactants needed to synthesize it. The reactants are: [Cl:1][C:2]1[C:7]([C:8]([OH:10])=[O:9])=[CH:6][CH:5]=[C:4]([C:11]2[CH:16]=[CH:15][CH:14]=[CH:13][C:12]=2[O:17][CH3:18])[N:3]=1.[CH3:19][Si](C=[N+]=[N-])(C)C.C(O)(=O)C. (2) Given the product [CH3:14][S:13][C:9]1[N:8]=[C:7]([C:5]2[N:22]([C:16]3[CH:21]=[CH:20][CH:19]=[CH:18][CH:17]=3)[N:2]=[CH:3][CH:4]=2)[CH:12]=[CH:11][N:10]=1.[CH3:14][S:13][C:9]1[N:8]=[C:7]([C:5]2[CH:4]=[CH:3][N:22]([C:16]3[CH:21]=[CH:20][CH:19]=[CH:18][CH:17]=3)[N:23]=2)[CH:12]=[CH:11][N:10]=1, predict the reactants needed to synthesize it. The reactants are: C[N:2](C)/[CH:3]=[CH:4]/[C:5]([C:7]1[CH:12]=[CH:11][N:10]=[C:9]([S:13][CH3:14])[N:8]=1)=O.[C:16]1([NH:22][NH2:23])[CH:21]=[CH:20][CH:19]=[CH:18][CH:17]=1.C(O)(=O)C. (3) Given the product [Cl:40][C:33]1[CH:32]=[C:31]([C:28]2[CH:29]=[CH:30][N:26]([CH2:25][C@@H:24]([NH:23][C:12]([C:10]3[N:11]=[C:7]([C:4]([O:3][CH2:1][CH3:2])([CH3:5])[CH3:6])[N:8]([CH2:15][O:16][CH2:17][CH2:18][Si:19]([CH3:22])([CH3:21])[CH3:20])[CH:9]=3)=[O:14])[CH3:41])[N:27]=2)[CH:38]=[C:37]([F:39])[C:34]=1[C:35]#[N:36], predict the reactants needed to synthesize it. The reactants are: [CH2:1]([O:3][C:4]([C:7]1[N:8]([CH2:15][O:16][CH2:17][CH2:18][Si:19]([CH3:22])([CH3:21])[CH3:20])[CH:9]=[C:10]([C:12]([OH:14])=O)[N:11]=1)([CH3:6])[CH3:5])[CH3:2].[NH2:23][C@@H:24]([CH3:41])[CH2:25][N:26]1[CH:30]=[CH:29][C:28]([C:31]2[CH:38]=[C:37]([F:39])[C:34]([C:35]#[N:36])=[C:33]([Cl:40])[CH:32]=2)=[N:27]1.